This data is from Forward reaction prediction with 1.9M reactions from USPTO patents (1976-2016). The task is: Predict the product of the given reaction. The product is: [F:1][CH:2]([F:10])[CH2:3][CH2:4][CH2:5][C:6]([OH:8])=[O:7]. Given the reactants [F:1][CH:2]([F:10])[CH2:3][CH2:4][CH2:5][C:6]([O:8]C)=[O:7].[OH-].[K+], predict the reaction product.